From a dataset of Peptide-MHC class I binding affinity with 185,985 pairs from IEDB/IMGT. Regression. Given a peptide amino acid sequence and an MHC pseudo amino acid sequence, predict their binding affinity value. This is MHC class I binding data. (1) The peptide sequence is IRTDSGNIL. The MHC is HLA-B15:01 with pseudo-sequence HLA-B15:01. The binding affinity (normalized) is 0.0847. (2) The peptide sequence is NLLDSYFVV. The MHC is HLA-A02:01 with pseudo-sequence HLA-A02:01. The binding affinity (normalized) is 1.00. (3) The peptide sequence is DIDEEDDDL. The MHC is Mamu-B8701 with pseudo-sequence Mamu-B8701. The binding affinity (normalized) is 0.479. (4) The peptide sequence is GPSHKARVL. The MHC is HLA-A03:01 with pseudo-sequence HLA-A03:01. The binding affinity (normalized) is 0.0605. (5) The peptide sequence is VPRENATAF. The MHC is HLA-B35:01 with pseudo-sequence HLA-B35:01. The binding affinity (normalized) is 0.851.